Dataset: Forward reaction prediction with 1.9M reactions from USPTO patents (1976-2016). Task: Predict the product of the given reaction. Given the reactants Br[CH2:2][CH2:3][O:4][C:5]1[CH:6]=[CH:7][C:8]2[C:20](=[O:21])[C:19]3[C:18]4[C:13](=[CH:14][C:15]([C:22]#[N:23])=[CH:16][CH:17]=4)[NH:12][C:11]=3[C:10]([CH3:25])([CH3:24])[C:9]=2[CH:26]=1.[NH:27]1[CH2:32][CH2:31][NH:30][CH2:29][C:28]1=[O:33].C(N(CC)C(C)C)(C)C, predict the reaction product. The product is: [CH3:25][C:10]1([CH3:24])[C:11]2[NH:12][C:13]3[C:18](=[CH:17][CH:16]=[C:15]([C:22]#[N:23])[CH:14]=3)[C:19]=2[C:20](=[O:21])[C:8]2[CH:7]=[CH:6][C:5]([O:4][CH2:3][CH2:2][N:30]3[CH2:31][CH2:32][NH:27][C:28](=[O:33])[CH2:29]3)=[CH:26][C:9]1=2.